Dataset: NCI-60 drug combinations with 297,098 pairs across 59 cell lines. Task: Regression. Given two drug SMILES strings and cell line genomic features, predict the synergy score measuring deviation from expected non-interaction effect. Drug 1: CS(=O)(=O)C1=CC(=C(C=C1)C(=O)NC2=CC(=C(C=C2)Cl)C3=CC=CC=N3)Cl. Drug 2: CC1=C(C(=CC=C1)Cl)NC(=O)C2=CN=C(S2)NC3=CC(=NC(=N3)C)N4CCN(CC4)CCO. Cell line: NCI/ADR-RES. Synergy scores: CSS=5.12, Synergy_ZIP=-2.56, Synergy_Bliss=-0.205, Synergy_Loewe=-0.806, Synergy_HSA=-0.972.